This data is from Reaction yield outcomes from USPTO patents with 853,638 reactions. The task is: Predict the reaction yield, written as a fraction of the theoretical maximum amount of product (1.0 means a 100% yield; for example, 0.34 means a 34% yield). (1) The reactants are [N+:1]([C:4]1[CH:9]=[CH:8][C:7]([OH:10])=[CH:6][CH:5]=1)([O-:3])=[O:2].C(=O)([O-])[O-].[K+].[K+].[F:17][C:18]1[CH:25]=[CH:24][C:21]([CH2:22]Br)=[CH:20][CH:19]=1. The catalyst is CN(C=O)C. The product is [N+:1]([C:4]1[CH:9]=[CH:8][C:7]([O:10][CH2:22][C:21]2[CH:24]=[CH:25][C:18]([F:17])=[CH:19][CH:20]=2)=[CH:6][CH:5]=1)([O-:3])=[O:2]. The yield is 0.960. (2) The yield is 0.250. The product is [CH2:11]([O:13][C:14]([N:16]1[CH:25]=[C:24]([CH:3]=[O:4])[C:23]2[C:18](=[CH:19][C:20]([O:30][CH3:31])=[C:21]([O:26][C:27](=[O:29])[CH3:28])[CH:22]=2)[CH:17]1[CH2:32][C:33]1[CH:38]=[CH:37][CH:36]=[C:35]([O:39][CH2:40][CH3:41])[CH:34]=1)=[O:15])[CH3:12]. The reactants are CN(C)[CH:3]=[O:4].P(Cl)(Cl)(Cl)=O.[CH2:11]([O:13][C:14]([N:16]1[CH:25]=[CH:24][C:23]2[C:18](=[CH:19][C:20]([O:30][CH3:31])=[C:21]([O:26][C:27](=[O:29])[CH3:28])[CH:22]=2)[CH:17]1[CH2:32][C:33]1[CH:38]=[CH:37][CH:36]=[C:35]([O:39][CH2:40][CH3:41])[CH:34]=1)=[O:15])[CH3:12].C([O-])(=O)C.[K+]. The catalyst is ClCCl.O.C(OCC)(=O)C.CCCCCC. (3) The reactants are [N:1]1[N:2]=[C:3]([CH:9]2[CH2:14][CH2:13][CH2:12][N:11]([C:15]3[N:20]=[C:19]([NH2:21])[C:18]([N+:22]([O-])=O)=[CH:17][CH:16]=3)[CH2:10]2)[N:4]2[CH2:8][CH2:7][CH2:6][C:5]=12.[CH:25]1([C:28]2[CH:33]=[CH:32][CH:31]=[C:30]([CH:34]=O)[N:29]=2)[CH2:27][CH2:26]1.S(S([O-])=O)([O-])=O.[Na+].[Na+].C(O)C. The catalyst is O. The product is [CH:25]1([C:28]2[N:29]=[C:30]([C:34]3[NH:21][C:19]4=[N:20][C:15]([N:11]5[CH2:12][CH2:13][CH2:14][CH:9]([C:3]6[N:4]7[CH2:8][CH2:7][CH2:6][C:5]7=[N:1][N:2]=6)[CH2:10]5)=[CH:16][CH:17]=[C:18]4[N:22]=3)[CH:31]=[CH:32][CH:33]=2)[CH2:27][CH2:26]1. The yield is 0.210. (4) The reactants are [CH3:1]COCC.[OH-].[K+].CN(N=O)C(N[N+]([O-])=O)=N.[O:18]([C:25]1[CH:26]=[C:27]([C:31]23[CH2:38][CH2:37][C:34]([CH2:39][CH2:40]/[CH:41]=[CH:42]/[C:43]([O:45][CH3:46])=[O:44])([CH2:35][CH2:36]2)[CH2:33][O:32]3)[CH:28]=[CH:29][CH:30]=1)[C:19]1[CH:24]=[CH:23][CH:22]=[CH:21][CH:20]=1. The catalyst is C1COCC1.CC([O-])=O.CC([O-])=O.[Pd+2]. The product is [O:18]([C:25]1[CH:26]=[C:27]([C:31]23[CH2:36][CH2:35][C:34]([CH2:39][CH2:40][CH:41]4[CH2:1][CH:42]4[C:43]([O:45][CH3:46])=[O:44])([CH2:37][CH2:38]2)[CH2:33][O:32]3)[CH:28]=[CH:29][CH:30]=1)[C:19]1[CH:20]=[CH:21][CH:22]=[CH:23][CH:24]=1. The yield is 0.630. (5) The reactants are [C:1]([C:5]1[NH:16][C:8]2=[N:9][CH:10]=[C:11]([N+:13]([O-])=O)[CH:12]=[C:7]2[CH:6]=1)([CH3:4])([CH3:3])[CH3:2]. The catalyst is CO.[Ni]. The product is [C:1]([C:5]1[NH:16][C:8]2=[N:9][CH:10]=[C:11]([NH2:13])[CH:12]=[C:7]2[CH:6]=1)([CH3:4])([CH3:2])[CH3:3]. The yield is 0.700. (6) The reactants are [NH3:1].Br[CH2:3][C:4]1[CH:5]=[C:6]([CH:9]=[CH:10][C:11]=1[S:12]([CH2:15][CH3:16])(=[O:14])=[O:13])[C:7]#[N:8]. The catalyst is CCO. The product is [NH2:1][CH2:3][C:4]1[CH:5]=[C:6]([CH:9]=[CH:10][C:11]=1[S:12]([CH2:15][CH3:16])(=[O:14])=[O:13])[C:7]#[N:8]. The yield is 0.460. (7) The reactants are NCC1C=NC=CC=1.[CH3:9][N:10]1[CH:14]=[C:13]([CH2:15][NH2:16])[CH:12]=[N:11]1.[F:17][C:18]1[CH:39]=[CH:38][C:21]([CH2:22][N:23]2[C:27](=[O:28])[N:26]([C:29]3[S:33][C:32]([C:34](O)=[O:35])=[C:31]([CH3:37])[CH:30]=3)[CH:25]=[N:24]2)=[CH:20][CH:19]=1. No catalyst specified. The product is [F:17][C:18]1[CH:39]=[CH:38][C:21]([CH2:22][N:23]2[C:27](=[O:28])[N:26]([C:29]3[S:33][C:32]([C:34]([NH:16][CH2:15][C:13]4[CH:12]=[N:11][N:10]([CH3:9])[CH:14]=4)=[O:35])=[C:31]([CH3:37])[CH:30]=3)[CH:25]=[N:24]2)=[CH:20][CH:19]=1. The yield is 0.800. (8) The reactants are [OH-].[Na+].[N+:3]([C:6]1[CH:7]=[C:8]2[C:12](=[CH:13][CH:14]=1)[NH:11][N:10]=[CH:9]2)([O-:5])=[O:4].[O-][Cl:16].[Na+].Cl. The product is [Cl:16][C:9]1[C:8]2[C:12](=[CH:13][CH:14]=[C:6]([N+:3]([O-:5])=[O:4])[CH:7]=2)[NH:11][N:10]=1. The yield is 0.920. The catalyst is O. (9) The reactants are [CH2:1]([O:8][CH2:9][C@H:10]1[CH2:14][CH2:13][C@@H:12]([NH:15]C(=O)OC(C)(C)C)[CH2:11]1)[C:2]1[CH:7]=[CH:6][CH:5]=[CH:4][CH:3]=1.[ClH:23]. The catalyst is C(Cl)Cl.O1CCOCC1.CCOCC. The product is [ClH:23].[CH2:1]([O:8][CH2:9][C@H:10]1[CH2:14][CH2:13][C@@H:12]([NH2:15])[CH2:11]1)[C:2]1[CH:7]=[CH:6][CH:5]=[CH:4][CH:3]=1. The yield is 0.830. (10) The reactants are [CH:1]([C:4]1[CH:5]=[C:6]([C:9]([OH:11])=O)[NH:7][CH:8]=1)([CH3:3])[CH3:2].C1C=NC2N(O)N=NC=2C=1.CCN=C=NCCCN(C)C.Cl.[C:34]([O:38][C:39]([N:41]1[CH2:46][CH2:45][CH2:44][C@H:43]([C:47](=[NH:50])[NH:48]O)[CH2:42]1)=[O:40])([CH3:37])([CH3:36])[CH3:35].C(N(CC)CC)C. The catalyst is O1CCOCC1. The product is [C:34]([O:38][C:39]([N:41]1[CH2:46][CH2:45][CH2:44][C@H:43]([C:47]2[N:50]=[C:9]([C:6]3[NH:7][CH:8]=[C:4]([CH:1]([CH3:2])[CH3:3])[CH:5]=3)[O:11][N:48]=2)[CH2:42]1)=[O:40])([CH3:37])([CH3:35])[CH3:36]. The yield is 1.00.